Dataset: Forward reaction prediction with 1.9M reactions from USPTO patents (1976-2016). Task: Predict the product of the given reaction. (1) Given the reactants Br[C:2]1[CH:3]=[C:4]([C:8]2[C:20]3[NH:19][C:18]4[C:13](=[CH:14][CH:15]=[CH:16][CH:17]=4)[C:12]=3[CH:11]=[CH:10][CH:9]=2)C=C[CH:7]=1.[B:30]1([B:30]2[O:34][C:33]([CH3:36])([CH3:35])[C:32]([CH3:38])([CH3:37])[O:31]2)[O:34][C:33]([CH3:36])([CH3:35])[C:32]([CH3:38])([CH3:37])[O:31]1.[C:39]([O-])(=O)[CH3:40].[K+], predict the reaction product. The product is: [CH3:36][C:33]1([CH3:35])[C:32]([CH3:37])([CH3:38])[O:31][B:30]([C:16]2[CH:17]=[C:18]([N:19]3[C:39]4[CH:40]=[CH:7][CH:2]=[CH:3][C:4]=4[C:8]4[C:20]3=[CH:12][CH:11]=[CH:10][CH:9]=4)[CH:13]=[CH:14][CH:15]=2)[O:34]1. (2) Given the reactants Cl.[O:2]1[C:7]2([CH2:12][CH2:11][N:10]([C:13]([O:15][C:16]([CH3:19])([CH3:18])[CH3:17])=[O:14])[CH2:9][CH2:8]2)[CH2:6][NH:5][CH2:4][CH2:3]1.[CH2:20]([C:22]1[N:23]=[C:24]([C:27](O)=[O:28])[S:25][CH:26]=1)[CH3:21].C(N(CC)CC)C.C(P1(=O)OP(CCC)(=O)OP(CCC)(=O)O1)CC, predict the reaction product. The product is: [CH2:20]([C:22]1[N:23]=[C:24]([C:27]([N:5]2[CH2:6][C:7]3([CH2:12][CH2:11][N:10]([C:13]([O:15][C:16]([CH3:19])([CH3:18])[CH3:17])=[O:14])[CH2:9][CH2:8]3)[O:2][CH2:3][CH2:4]2)=[O:28])[S:25][CH:26]=1)[CH3:21]. (3) Given the reactants [C:1]1([C:7]2[C:15]3[C:10](=[CH:11][CH:12]=[C:13]([N:16]4[CH:20]=[CH:19][CH:18]=[CH:17]4)[CH:14]=3)[NH:9][C:8]=2[C:21]([NH:23][C@H:24]([C:32]([O:34]CC)=[O:33])[CH2:25][C:26]2[CH:31]=[CH:30][CH:29]=[CH:28][CH:27]=2)=[O:22])[CH:6]=[CH:5][CH:4]=[CH:3][CH:2]=1, predict the reaction product. The product is: [C:1]1([C:7]2[C:15]3[C:10](=[CH:11][CH:12]=[C:13]([N:16]4[CH:17]=[CH:18][CH:19]=[CH:20]4)[CH:14]=3)[NH:9][C:8]=2[C:21]([NH:23][C@H:24]([C:32]([OH:34])=[O:33])[CH2:25][C:26]2[CH:27]=[CH:28][CH:29]=[CH:30][CH:31]=2)=[O:22])[CH:6]=[CH:5][CH:4]=[CH:3][CH:2]=1.